This data is from Forward reaction prediction with 1.9M reactions from USPTO patents (1976-2016). The task is: Predict the product of the given reaction. (1) Given the reactants C(=O)([O-])[O-].[K+].[K+].[OH:7][C:8]1[C:13]([CH3:14])=[C:12]([OH:15])[CH:11]=[CH:10][C:9]=1[C:16](=[O:21])[CH2:17][CH:18]([CH3:20])[CH3:19].Br[CH2:23][CH2:24][CH2:25][CH2:26][O:27][C:28]1[CH:33]=[CH:32][CH:31]=[CH:30][CH:29]=1, predict the reaction product. The product is: [OH:7][C:8]1[C:13]([CH3:14])=[C:12]([O:15][CH2:23][CH2:24][CH2:25][CH2:26][O:27][C:28]2[CH:33]=[CH:32][CH:31]=[CH:30][CH:29]=2)[CH:11]=[CH:10][C:9]=1[C:16](=[O:21])[CH2:17][CH:18]([CH3:19])[CH3:20]. (2) The product is: [F:45][C:2]1[C:6]2=[N:7][C:8]([C:12]3[CH:17]=[CH:16][C:15]([O:18][C:19]([F:22])([F:21])[F:20])=[CH:14][C:13]=3[O:23][CH3:24])=[C:9]([CH3:11])[CH:10]=[C:5]2[N:4]([C@@H:25]([CH3:29])[CH2:26][O:27][CH3:28])[CH:3]=1. Given the reactants Br[C:2]1[C:6]2=[N:7][C:8]([C:12]3[CH:17]=[CH:16][C:15]([O:18][C:19]([F:22])([F:21])[F:20])=[CH:14][C:13]=3[O:23][CH3:24])=[C:9]([CH3:11])[CH:10]=[C:5]2[N:4]([C@@H:25]([CH3:29])[CH2:26][O:27][CH3:28])[CH:3]=1.[Li]C(C)(C)C.C1C=CC(S(N(S(C2C=CC=CC=2)(=O)=O)[F:45])(=O)=O)=CC=1.O, predict the reaction product. (3) Given the reactants [OH:1][C:2]1[CH:13]=[C:6]2[C:7]([O:9][C:10](=[O:12])[NH:11][C:5]2=[CH:4][CH:3]=1)=[O:8].N1C=CN=C1.[Si:19](Cl)([C:22]([CH3:25])([CH3:24])[CH3:23])([CH3:21])[CH3:20], predict the reaction product. The product is: [Si:19]([O:1][C:2]1[CH:13]=[C:6]2[C:7]([O:9][C:10](=[O:12])[NH:11][C:5]2=[CH:4][CH:3]=1)=[O:8])([C:22]([CH3:25])([CH3:24])[CH3:23])([CH3:21])[CH3:20].